Task: Predict the reactants needed to synthesize the given product.. Dataset: Full USPTO retrosynthesis dataset with 1.9M reactions from patents (1976-2016) Given the product [F:1][C:2]1[CH:7]=[C:6]([N:8]2[CH:12]=[C:11]([CH3:13])[N:10]=[CH:9]2)[C:5]([F:14])=[CH:4][C:3]=1[C@@H:15]([NH2:17])[CH3:16], predict the reactants needed to synthesize it. The reactants are: [F:1][C:2]1[CH:7]=[C:6]([N:8]2[CH:12]=[C:11]([CH3:13])[N:10]=[CH:9]2)[C:5]([F:14])=[CH:4][C:3]=1[C@@H:15]([NH:17][S@@](C(C)(C)C)=O)[CH3:16].Cl.